From a dataset of NCI-60 drug combinations with 297,098 pairs across 59 cell lines. Regression. Given two drug SMILES strings and cell line genomic features, predict the synergy score measuring deviation from expected non-interaction effect. (1) Drug 1: C1CNP(=O)(OC1)N(CCCl)CCCl. Drug 2: CCC1(C2=C(COC1=O)C(=O)N3CC4=CC5=C(C=CC(=C5CN(C)C)O)N=C4C3=C2)O.Cl. Cell line: HOP-92. Synergy scores: CSS=-16.0, Synergy_ZIP=-3.17, Synergy_Bliss=-16.6, Synergy_Loewe=-114, Synergy_HSA=-29.1. (2) Drug 1: C1=NC2=C(N=C(N=C2N1C3C(C(C(O3)CO)O)O)F)N. Drug 2: C1CNP(=O)(OC1)N(CCCl)CCCl. Cell line: NCI-H522. Synergy scores: CSS=17.2, Synergy_ZIP=-3.45, Synergy_Bliss=-4.50, Synergy_Loewe=-14.7, Synergy_HSA=-3.22. (3) Drug 1: CC1CCC2CC(C(=CC=CC=CC(CC(C(=O)C(C(C(=CC(C(=O)CC(OC(=O)C3CCCCN3C(=O)C(=O)C1(O2)O)C(C)CC4CCC(C(C4)OC)OCCO)C)C)O)OC)C)C)C)OC. Drug 2: CC1C(C(CC(O1)OC2CC(CC3=C2C(=C4C(=C3O)C(=O)C5=CC=CC=C5C4=O)O)(C(=O)C)O)N)O. Cell line: MDA-MB-231. Synergy scores: CSS=51.6, Synergy_ZIP=-2.81, Synergy_Bliss=0.512, Synergy_Loewe=6.17, Synergy_HSA=6.76. (4) Drug 1: C1=CN(C=N1)CC(O)(P(=O)(O)O)P(=O)(O)O. Drug 2: CC1C(C(CC(O1)OC2CC(CC3=C2C(=C4C(=C3O)C(=O)C5=CC=CC=C5C4=O)O)(C(=O)C)O)N)O. Cell line: KM12. Synergy scores: CSS=35.7, Synergy_ZIP=3.09, Synergy_Bliss=3.12, Synergy_Loewe=-37.3, Synergy_HSA=2.65. (5) Drug 1: C1=NNC2=C1C(=O)NC=N2. Drug 2: CC1=C(C(=O)C2=C(C1=O)N3CC4C(C3(C2COC(=O)N)OC)N4)N. Cell line: HCC-2998. Synergy scores: CSS=24.5, Synergy_ZIP=-0.242, Synergy_Bliss=-1.02, Synergy_Loewe=-16.7, Synergy_HSA=1.45. (6) Drug 1: C1=NC2=C(N=C(N=C2N1C3C(C(C(O3)CO)O)O)F)N. Drug 2: C1=NNC2=C1C(=O)NC=N2. Cell line: SF-268. Synergy scores: CSS=0.238, Synergy_ZIP=-0.388, Synergy_Bliss=-1.45, Synergy_Loewe=-1.89, Synergy_HSA=-1.74. (7) Drug 1: CN(CCCl)CCCl.Cl. Drug 2: B(C(CC(C)C)NC(=O)C(CC1=CC=CC=C1)NC(=O)C2=NC=CN=C2)(O)O. Cell line: SK-MEL-28. Synergy scores: CSS=38.8, Synergy_ZIP=-1.77, Synergy_Bliss=-2.00, Synergy_Loewe=-47.6, Synergy_HSA=-2.71. (8) Drug 1: C1C(C(OC1N2C=C(C(=O)NC2=O)F)CO)O. Drug 2: CC1=C(C(=O)C2=C(C1=O)N3CC4C(C3(C2COC(=O)N)OC)N4)N. Cell line: HS 578T. Synergy scores: CSS=32.1, Synergy_ZIP=-6.28, Synergy_Bliss=-6.47, Synergy_Loewe=-8.29, Synergy_HSA=-2.65. (9) Drug 1: C1=C(C(=O)NC(=O)N1)N(CCCl)CCCl. Drug 2: CCCCC(=O)OCC(=O)C1(CC(C2=C(C1)C(=C3C(=C2O)C(=O)C4=C(C3=O)C=CC=C4OC)O)OC5CC(C(C(O5)C)O)NC(=O)C(F)(F)F)O. Cell line: RPMI-8226. Synergy scores: CSS=27.7, Synergy_ZIP=1.93, Synergy_Bliss=2.67, Synergy_Loewe=0.478, Synergy_HSA=1.58. (10) Drug 1: CN(CCCl)CCCl.Cl. Drug 2: CCC1(C2=C(COC1=O)C(=O)N3CC4=CC5=C(C=CC(=C5CN(C)C)O)N=C4C3=C2)O.Cl. Cell line: NCI/ADR-RES. Synergy scores: CSS=19.8, Synergy_ZIP=-3.85, Synergy_Bliss=5.89, Synergy_Loewe=-11.1, Synergy_HSA=0.978.